This data is from Forward reaction prediction with 1.9M reactions from USPTO patents (1976-2016). The task is: Predict the product of the given reaction. Given the reactants Br[C:2]1[S:14][C:13]2[C:4](=[C:5]3[C:10](=[C:11]4[CH:17]=[C:16](Br)[S:15][C:12]4=2)[N:9]=[C:8]([CH2:19][C@@H:20]([CH3:27])[CH2:21][CH2:22][CH2:23][CH:24]([CH3:26])[CH3:25])[C:7]([CH2:28][C@@H:29]([CH3:36])[CH2:30][CH2:31][CH2:32][CH:33]([CH3:35])[CH3:34])=[N:6]3)[CH:3]=1.CC1(C)C(C)(C)OB(C2SC3C4SC(B5OC(C)(C)C(C)(C)O5)=CC=4C(CCCCCCCC)(CCCCCCCC)C=3C=2)O1.C([O-])([O-])=O.[Na+].[Na+], predict the reaction product. The product is: [CH3:36][C@@H:29]([CH2:30][CH2:31][CH2:32][CH:33]([CH3:35])[CH3:34])[CH2:28][C:7]1[C:8]([CH2:19][C@@H:20]([CH3:27])[CH2:21][CH2:22][CH2:23][CH:24]([CH3:25])[CH3:26])=[N:9][C:10]2[C:5](=[C:4]3[CH:3]=[CH:2][S:14][C:13]3=[C:12]3[S:15][CH:16]=[CH:17][C:11]3=2)[N:6]=1.